From a dataset of Full USPTO retrosynthesis dataset with 1.9M reactions from patents (1976-2016). Predict the reactants needed to synthesize the given product. The reactants are: [CH3:1][C:2]1[C:3](=[O:14])[O:4][CH2:5][C@H:6]([C:8]2[CH:13]=[CH:12][CH:11]=[CH:10][CH:9]=2)[N:7]=1. Given the product [CH3:1][C@H:2]1[NH:7][C@@H:6]([C:8]2[CH:13]=[CH:12][CH:11]=[CH:10][CH:9]=2)[CH2:5][O:4][C:3]1=[O:14], predict the reactants needed to synthesize it.